Task: Predict which catalyst facilitates the given reaction.. Dataset: Catalyst prediction with 721,799 reactions and 888 catalyst types from USPTO (1) Reactant: [N:1]1[CH:6]=[CH:5][CH:4]=[C:3]([NH:7][C:8](=[O:10])[O-])[N:2]=1.[F:11][C:12]1[CH:17]=[C:16]([F:18])[CH:15]=[CH:14][C:13]=1[C:19]1[CH:24]=[C:23]([N:25]2[CH2:30][CH2:29][NH:28][CH2:27][CH2:26]2)[CH:22]=[CH:21][N:20]=1. Product: [F:11][C:12]1[CH:17]=[C:16]([F:18])[CH:15]=[CH:14][C:13]=1[C:19]1[CH:24]=[C:23]([N:25]2[CH2:26][CH2:27][N:28]([C:8]([NH:7][C:3]3[N:2]=[N:1][CH:6]=[CH:5][CH:4]=3)=[O:10])[CH2:29][CH2:30]2)[CH:22]=[CH:21][N:20]=1. The catalyst class is: 188. (2) Reactant: C([O:3][C:4](=[O:40])[CH2:5][NH:6][CH2:7][C:8]([C:10]1[CH:19]=[CH:18][C:17]2[C:12](=[CH:13][CH:14]=[C:15]([C:20]([C:25]3[CH:30]=[CH:29][C:28]([O:31][CH2:32][C:33](=[O:38])[C:34]([CH3:37])([CH3:36])[CH3:35])=[C:27]([CH3:39])[CH:26]=3)([CH2:23][CH3:24])[CH2:21][CH3:22])[CH:16]=2)[CH:11]=1)=[O:9])C.[OH-].[Na+].Cl. Product: [CH3:37][C:34]([CH3:35])([CH3:36])[C:33](=[O:38])[CH2:32][O:31][C:28]1[CH:29]=[CH:30][C:25]([C:20]([C:15]2[CH:16]=[C:17]3[C:12](=[CH:13][CH:14]=2)[CH:11]=[C:10]([C:8]([CH2:7][NH:6][CH2:5][C:4]([OH:40])=[O:3])=[O:9])[CH:19]=[CH:18]3)([CH2:23][CH3:24])[CH2:21][CH3:22])=[CH:26][C:27]=1[CH3:39]. The catalyst class is: 242.